From a dataset of Full USPTO retrosynthesis dataset with 1.9M reactions from patents (1976-2016). Predict the reactants needed to synthesize the given product. (1) Given the product [C@H:1]1([OH:11])[C:10]2[C:5](=[CH:6][CH:7]=[CH:8][CH:9]=2)[CH2:4][CH2:3][CH2:2]1, predict the reactants needed to synthesize it. The reactants are: [C:1]1(=[O:11])[C:10]2[C:5](=[CH:6][CH:7]=[CH:8][CH:9]=2)[CH2:4][CH2:3][CH2:2]1.CC([O-])(C)C.[K+].C(O)(C)(C)C. (2) Given the product [F:15][C@H:7]1[C@@H:6]([O:5][C:4]2[CH:16]=[CH:17][C:18]([C:20]3[N:25]=[C:24]([NH:26][C:27]4[CH:28]=[CH:29][C:30]([N:33]5[CH2:36][C:35]([OH:38])([CH3:37])[CH2:34]5)=[CH:31][CH:32]=4)[N:23]=[CH:22][N:21]=3)=[CH:19][C:3]=2[C:1]#[N:2])[CH2:11][CH2:10][NH:9][CH2:8]1, predict the reactants needed to synthesize it. The reactants are: [C:1]([C:3]1[CH:19]=[C:18]([C:20]2[N:25]=[C:24]([NH:26][C:27]3[CH:32]=[CH:31][C:30]([N:33]4[CH2:36][C:35]([OH:38])([CH3:37])[CH2:34]4)=[CH:29][CH:28]=3)[N:23]=[CH:22][N:21]=2)[CH:17]=[CH:16][C:4]=1[O:5][CH:6]1[CH2:11][CH2:10][N:9](C([O-])=O)[CH2:8][CH:7]1[F:15])#[N:2].FC(F)(F)C(O)=O. (3) The reactants are: Cl[CH2:2][C:3]1[N:8]=[C:7]([NH2:9])[CH:6]=[CH:5][N:4]=1.C(N(CC)CC)C.[NH:17]1[CH2:22][CH2:21][O:20][CH2:19][CH2:18]1. Given the product [N:17]1([CH2:2][C:3]2[N:8]=[C:7]([NH2:9])[CH:6]=[CH:5][N:4]=2)[CH2:22][CH2:21][O:20][CH2:19][CH2:18]1, predict the reactants needed to synthesize it. (4) Given the product [Cl:1][C:2]1[C:3]([F:26])=[C:4]([N:8]2[C:12]([S:27][CH2:28][CH2:29][C:30]([O:32][CH2:33][CH:34]([CH2:39][CH3:40])[CH2:35][CH2:36][CH2:37][CH3:38])=[O:31])=[CH:11][C:10]([C:21]([O:23][CH2:24][CH3:25])=[O:22])=[N:9]2)[CH:5]=[CH:6][CH:7]=1, predict the reactants needed to synthesize it. The reactants are: [Cl:1][C:2]1[C:3]([F:26])=[C:4]([N:8]2[C:12](OS(C(F)(F)F)(=O)=O)=[CH:11][C:10]([C:21]([O:23][CH2:24][CH3:25])=[O:22])=[N:9]2)[CH:5]=[CH:6][CH:7]=1.[SH:27][CH2:28][CH2:29][C:30]([O:32][CH2:33][CH:34]([CH2:39][CH3:40])[CH2:35][CH2:36][CH2:37][CH3:38])=[O:31].C(N(C(C)C)C(C)C)C.O. (5) Given the product [NH2:1][C:2]1[O:15][C:14]2[C:13]3[C:8](=[CH:9][CH:10]=[CH:11][CH:12]=3)[C:7]([NH:32][CH3:30])=[N:6][C:5]=2[CH:4]([C:17]2[CH:22]=[C:21]([O:23][CH3:24])[C:20]([O:25][CH3:26])=[C:19]([Br:27])[CH:18]=2)[C:3]=1[C:28]#[N:29], predict the reactants needed to synthesize it. The reactants are: [NH2:1][C:2]1[O:15][C:14]2[C:13]3[C:8](=[CH:9][CH:10]=[CH:11][CH:12]=3)[C:7](Cl)=[N:6][C:5]=2[CH:4]([C:17]2[CH:22]=[C:21]([O:23][CH3:24])[C:20]([O:25][CH3:26])=[C:19]([Br:27])[CH:18]=2)[C:3]=1[C:28]#[N:29].[CH2:30]([N:32](CC)CC)C.CN. (6) Given the product [F:30][CH:14]([C:9]1[CH:10]=[CH:11][CH:12]=[CH:13][C:8]=1[C:3]1[CH:4]=[CH:5][CH:6]=[CH:7][C:2]=1[F:1])[C:15]([O:17][CH3:18])=[O:16], predict the reactants needed to synthesize it. The reactants are: [F:1][C:2]1[CH:7]=[CH:6][CH:5]=[CH:4][C:3]=1[C:8]1[CH:13]=[CH:12][CH:11]=[CH:10][C:9]=1[CH:14](O)[C:15]([O:17][CH3:18])=[O:16].COCCN(S(F)(F)[F:30])CCOC. (7) Given the product [F:25][C:26]([F:39])([F:38])[S:27]([O:8][C:7]1[CH:6]=[CH:5][N:4]([CH2:9][C:10]2[CH:15]=[CH:14][CH:13]=[C:12]([F:16])[CH:11]=2)[C:3](=[O:17])[C:2]=1[Br:1])(=[O:29])=[O:28], predict the reactants needed to synthesize it. The reactants are: [Br:1][C:2]1[C:3](=[O:17])[N:4]([CH2:9][C:10]2[CH:15]=[CH:14][CH:13]=[C:12]([F:16])[CH:11]=2)[CH:5]=[CH:6][C:7]=1[OH:8].C(N(CC)CC)C.[F:25][C:26]([F:39])([F:38])[S:27](O[S:27]([C:26]([F:39])([F:38])[F:25])(=[O:29])=[O:28])(=[O:29])=[O:28].